Predict the product of the given reaction. From a dataset of Forward reaction prediction with 1.9M reactions from USPTO patents (1976-2016). (1) Given the reactants [Cl:1][C:2]1[CH:3]=[C:4]2[C:8](=[CH:9][CH:10]=1)[NH:7][C:6](=[O:11])[C:5]2(O)[C:12]1[CH:17]=[CH:16][C:15]([O:18][CH3:19])=[CH:14][CH:13]=1.C([SiH](CC)CC)C.FC(F)(F)C(O)=O, predict the reaction product. The product is: [Cl:1][C:2]1[CH:3]=[C:4]2[C:8](=[CH:9][CH:10]=1)[NH:7][C:6](=[O:11])[CH:5]2[C:12]1[CH:17]=[CH:16][C:15]([O:18][CH3:19])=[CH:14][CH:13]=1. (2) Given the reactants C[O:2][C:3]([C@@H:5]1[CH2:14][C:13]2[CH:12]=[C:11]3[O:15][CH2:16][C@H:17]([C:19]4[CH:24]=[CH:23][C:22]([OH:25])=[CH:21][CH:20]=4)[O:18][C:10]3=[CH:9][C:8]=2[CH2:7][N:6]1[C@H:26]([C:29]1[CH:34]=[CH:33][CH:32]=[CH:31][CH:30]=1)[CH2:27][CH3:28])=[O:4].[CH:35]1([CH2:40]O)[CH2:39][CH2:38][CH2:37][CH2:36]1, predict the reaction product. The product is: [CH:35]1([CH2:40][O:25][C:22]2[CH:23]=[CH:24][C:19]([C@H:17]3[CH2:16][O:15][C:11]4=[CH:12][C:13]5[CH2:14][C@@H:5]([C:3]([OH:2])=[O:4])[N:6]([C@H:26]([C:29]6[CH:30]=[CH:31][CH:32]=[CH:33][CH:34]=6)[CH2:27][CH3:28])[CH2:7][C:8]=5[CH:9]=[C:10]4[O:18]3)=[CH:20][CH:21]=2)[CH2:39][CH2:38][CH2:37][CH2:36]1. (3) Given the reactants [F:1][C@@H:2]1[CH2:6][N:5](C(OC(C)(C)C)=O)[C@@H:4]([C:14]2[CH:19]=[CH:18][CH:17]=[C:16]([F:20])[CH:15]=2)[CH2:3]1.C(O)(C(F)(F)F)=O, predict the reaction product. The product is: [F:1][C@@H:2]1[CH2:6][NH:5][C@@H:4]([C:14]2[CH:19]=[CH:18][CH:17]=[C:16]([F:20])[CH:15]=2)[CH2:3]1. (4) Given the reactants [C:1]([NH:4][C:5](=[CH2:9])[C:6]([OH:8])=[O:7])(=[O:3])[CH3:2].C([O-])([O-])=O.[K+].[K+].[CH2:16](Br)[C:17]1[CH:22]=[CH:21][CH:20]=[CH:19][CH:18]=1, predict the reaction product. The product is: [CH2:16]([O:7][C:6](=[O:8])[C:5]([NH:4][C:1](=[O:3])[CH3:2])=[CH2:9])[C:17]1[CH:22]=[CH:21][CH:20]=[CH:19][CH:18]=1. (5) Given the reactants C[O:2][C:3]([C:5]1[CH:6]=[N:7][N:8]([C:13]2[CH:22]=[CH:21][CH:20]=[C:19]3[C:14]=2[CH:15]=[CH:16][CH:17]=[N:18]3)[C:9]=1[CH:10]1[CH2:12][CH2:11]1)=O.[NH2:23][C:24]([NH2:26])=[NH:25], predict the reaction product. The product is: [CH:10]1([C:9]2[N:8]([C:13]3[CH:22]=[CH:21][CH:20]=[C:19]4[C:14]=3[CH:15]=[CH:16][CH:17]=[N:18]4)[N:7]=[CH:6][C:5]=2[C:3]([NH:25][C:24]([NH2:26])=[NH:23])=[O:2])[CH2:11][CH2:12]1. (6) Given the reactants [CH2:1]([O:3][CH2:4][CH2:5][CH2:6][C@@H:7]1[CH2:16][CH2:15][C:14]2[CH:13]=[C:12]([C@H:17]3[CH2:26][CH2:25][C@@:19]4([NH:23]C(=O)[O:21][CH2:20]4)[CH2:18]3)[CH:11]=[CH:10][C:9]=2[CH2:8]1)[CH3:2].[OH-].[Li+], predict the reaction product. The product is: [NH2:23][C@:19]1([CH2:20][OH:21])[CH2:25][CH2:26][C@H:17]([C:12]2[CH:11]=[CH:10][C:9]3[CH2:8][C@H:7]([CH2:6][CH2:5][CH2:4][O:3][CH2:1][CH3:2])[CH2:16][CH2:15][C:14]=3[CH:13]=2)[CH2:18]1.